The task is: Predict the reaction yield, written as a fraction of the theoretical maximum amount of product (1.0 means a 100% yield; for example, 0.34 means a 34% yield).. This data is from Reaction yield outcomes from USPTO patents with 853,638 reactions. (1) The reactants are [NH2:1][C:2]1[C:7]([O:8][C:9]2[CH:14]=[CH:13][CH:12]=[CH:11][CH:10]=2)=[C:6]([Br:15])[CH:5]=[CH:4][C:3]=1[OH:16].C(=O)([O-])[O-].[K+].[K+].Br[CH2:24][C:25](Br)=[O:26]. The catalyst is C(#N)C.O. The product is [Br:15][C:6]1[CH:5]=[CH:4][C:3]2[O:16][CH2:24][C:25](=[O:26])[NH:1][C:2]=2[C:7]=1[O:8][C:9]1[CH:14]=[CH:13][CH:12]=[CH:11][CH:10]=1. The yield is 0.870. (2) The reactants are [CH3:1][O:2][C:3]1[CH:8]=[C:7]([N:9]2[CH2:14][CH2:13][N:12]([CH3:15])[CH2:11][CH2:10]2)[C:6]([N+:16]([O-])=O)=[CH:5][C:4]=1[NH:19][C:20]1[N:25]=[C:24]([C:26]2[C:34]3[C:29](=[CH:30][CH:31]=[CH:32][CH:33]=3)[N:28]([CH3:35])[CH:27]=2)[CH:23]=[CH:22][N:21]=1.[NH4+].[Cl-]. The catalyst is C(O)C.O.[Fe]. The product is [CH3:1][O:2][C:3]1[CH:8]=[C:7]([N:9]2[CH2:14][CH2:13][N:12]([CH3:15])[CH2:11][CH2:10]2)[C:6]([NH2:16])=[CH:5][C:4]=1[NH:19][C:20]1[N:25]=[C:24]([C:26]2[C:34]3[C:29](=[CH:30][CH:31]=[CH:32][CH:33]=3)[N:28]([CH3:35])[CH:27]=2)[CH:23]=[CH:22][N:21]=1. The yield is 0.930.